From a dataset of Merck oncology drug combination screen with 23,052 pairs across 39 cell lines. Regression. Given two drug SMILES strings and cell line genomic features, predict the synergy score measuring deviation from expected non-interaction effect. (1) Drug 1: O=S1(=O)NC2(CN1CC(F)(F)F)C1CCC2Cc2cc(C=CCN3CCC(C(F)(F)F)CC3)ccc2C1. Drug 2: Cn1nnc2c(C(N)=O)ncn2c1=O. Cell line: VCAP. Synergy scores: synergy=-0.106. (2) Drug 1: CCC1=CC2CN(C1)Cc1c([nH]c3ccccc13)C(C(=O)OC)(c1cc3c(cc1OC)N(C)C1C(O)(C(=O)OC)C(OC(C)=O)C4(CC)C=CCN5CCC31C54)C2. Drug 2: CC(C)CC(NC(=O)C(Cc1ccccc1)NC(=O)c1cnccn1)B(O)O. Cell line: NCIH460. Synergy scores: synergy=-20.0. (3) Drug 1: CS(=O)(=O)CCNCc1ccc(-c2ccc3ncnc(Nc4ccc(OCc5cccc(F)c5)c(Cl)c4)c3c2)o1. Drug 2: COC1CC2CCC(C)C(O)(O2)C(=O)C(=O)N2CCCCC2C(=O)OC(C(C)CC2CCC(OP(C)(C)=O)C(OC)C2)CC(=O)C(C)C=C(C)C(O)C(OC)C(=O)C(C)CC(C)C=CC=CC=C1C. Cell line: OVCAR3. Synergy scores: synergy=36.4. (4) Drug 1: CN1C(=O)C=CC2(C)C3CCC4(C)C(NC(=O)OCC(F)(F)F)CCC4C3CCC12. Drug 2: O=C(O)C1(Cc2cccc(Nc3nccs3)n2)CCC(Oc2cccc(Cl)c2F)CC1. Cell line: LNCAP. Synergy scores: synergy=-20.5. (5) Drug 1: CN(C)C(=N)N=C(N)N. Drug 2: Cn1c(=O)n(-c2ccc(C(C)(C)C#N)cc2)c2c3cc(-c4cnc5ccccc5c4)ccc3ncc21. Cell line: OVCAR3. Synergy scores: synergy=18.7. (6) Drug 1: CC1CC2C3CCC4=CC(=O)C=CC4(C)C3(F)C(O)CC2(C)C1(O)C(=O)CO. Drug 2: CC1(c2nc3c(C(N)=O)cccc3[nH]2)CCCN1. Synergy scores: synergy=-13.2. Cell line: T47D. (7) Drug 2: CCC1(O)C(=O)OCc2c1cc1n(c2=O)Cc2cc3c(CN(C)C)c(O)ccc3nc2-1. Cell line: A2780. Synergy scores: synergy=6.92. Drug 1: O=C(O)C1(Cc2cccc(Nc3nccs3)n2)CCC(Oc2cccc(Cl)c2F)CC1. (8) Synergy scores: synergy=4.55. Drug 1: O=S1(=O)NC2(CN1CC(F)(F)F)C1CCC2Cc2cc(C=CCN3CCC(C(F)(F)F)CC3)ccc2C1. Drug 2: C=CCn1c(=O)c2cnc(Nc3ccc(N4CCN(C)CC4)cc3)nc2n1-c1cccc(C(C)(C)O)n1. Cell line: T47D. (9) Drug 1: COC12C(COC(N)=O)C3=C(C(=O)C(C)=C(N)C3=O)N1CC1NC12. Cell line: NCIH23. Drug 2: O=C(NOCC(O)CO)c1ccc(F)c(F)c1Nc1ccc(I)cc1F. Synergy scores: synergy=15.0. (10) Drug 1: CCC1(O)CC2CN(CCc3c([nH]c4ccccc34)C(C(=O)OC)(c3cc4c(cc3OC)N(C)C3C(O)(C(=O)OC)C(OC(C)=O)C5(CC)C=CCN6CCC43C65)C2)C1. Drug 2: CCN(CC)CCNC(=O)c1c(C)[nH]c(C=C2C(=O)Nc3ccc(F)cc32)c1C. Cell line: VCAP. Synergy scores: synergy=6.34.